From a dataset of Full USPTO retrosynthesis dataset with 1.9M reactions from patents (1976-2016). Predict the reactants needed to synthesize the given product. Given the product [CH2:27]([C:2]1[CH:21]=[CH:20][CH:19]=[C:18]2[C:3]=1[CH2:4][CH:5]1[CH2:9][C:8](=[O:10])[N:7]([C:11]([O:13][C:14]([CH3:17])([CH3:16])[CH3:15])=[O:12])[CH:6]12)[CH:22]=[CH2:23], predict the reactants needed to synthesize it. The reactants are: Br[C:2]1[CH:21]=[CH:20][CH:19]=[C:18]2[C:3]=1[CH2:4][CH:5]1[CH2:9][C:8](=[O:10])[N:7]([C:11]([O:13][C:14]([CH3:17])([CH3:16])[CH3:15])=[O:12])[CH:6]12.[C:22]1(C)[CH:27]=CC=C[CH:23]=1.